This data is from Catalyst prediction with 721,799 reactions and 888 catalyst types from USPTO. The task is: Predict which catalyst facilitates the given reaction. (1) Reactant: [F:1][C:2]1[CH:7]=[CH:6][C:5]([C@@H:8]([OH:30])[CH2:9][CH2:10][C@@H:11]2[C@@H:14]([C:15]3[CH:20]=[CH:19][C:18]([I:21])=[CH:17][CH:16]=3)[N:13]([C:22]3[CH:27]=[CH:26][C:25]([OH:28])=[CH:24][CH:23]=3)[C:12]2=[O:29])=[CH:4][CH:3]=1.C1C=CC(N([S:38]([C:41]([F:44])([F:43])[F:42])(=[O:40])=[O:39])[S:38]([C:41]([F:44])([F:43])[F:42])(=[O:40])=[O:39])=CC=1.C(N(CC)CC)C. Product: [F:42][C:41]([F:44])([F:43])[S:38]([O:28][C:25]1[CH:24]=[CH:23][C:22]([N:13]2[C:12](=[O:29])[C@H:11]([CH2:10][CH2:9][C@@H:8]([C:5]3[CH:6]=[CH:7][C:2]([F:1])=[CH:3][CH:4]=3)[OH:30])[C@H:14]2[C:15]2[CH:20]=[CH:19][C:18]([I:21])=[CH:17][CH:16]=2)=[CH:27][CH:26]=1)(=[O:40])=[O:39]. The catalyst class is: 2. (2) Reactant: [Br:1][C:2]1[CH:7]=[CH:6][C:5]([F:8])=[CH:4][C:3]=1[OH:9].[C:10](=O)([O-])[O-].[K+].[K+].CI. Product: [Br:1][C:2]1[CH:7]=[CH:6][C:5]([F:8])=[CH:4][C:3]=1[O:9][CH3:10]. The catalyst class is: 3. (3) Reactant: [N+:1]([C:4]1[CH:9]=[C:8]([CH3:10])[C:7]([CH3:11])=[CH:6][C:5]=1[OH:12])([O-:3])=[O:2].CN(C=O)C.C(=O)([O-])[O-].[K+].[K+].[CH3:24][O:25][C:26](=[O:40])[C:27]1[CH:32]=[CH:31][C:30]([CH2:33]OS(C)(=O)=O)=[C:29]([CH3:39])[CH:28]=1. Product: [CH3:24][O:25][C:26](=[O:40])[C:27]1[CH:32]=[CH:31][C:30]([CH2:33][O:12][C:5]2[CH:6]=[C:7]([CH3:11])[C:8]([CH3:10])=[CH:9][C:4]=2[N+:1]([O-:3])=[O:2])=[C:29]([CH3:39])[CH:28]=1. The catalyst class is: 6.